This data is from Catalyst prediction with 721,799 reactions and 888 catalyst types from USPTO. The task is: Predict which catalyst facilitates the given reaction. (1) Reactant: C[O:2][C:3]([C:5]1[C:6](=[O:18])[N:7]([CH3:17])[C:8]2[C:13]([C:14]=1[OH:15])=[C:12]([Cl:16])[CH:11]=[CH:10][CH:9]=2)=[O:4]. The catalyst class is: 15. Product: [Cl:16][C:12]1[CH:11]=[CH:10][CH:9]=[C:8]2[C:13]=1[C:14]([OH:15])=[C:5]([C:3]([OH:4])=[O:2])[C:6](=[O:18])[N:7]2[CH3:17]. (2) Reactant: [F:1][C:2]1[CH:3]=[C:4]2[C:8](=[CH:9][C:10]=1[C:11]#[N:12])[NH:7][CH:6]=[C:5]2[CH:13]=O.C1(P(=[CH:34][C:35]([O:37][CH2:38][CH3:39])=[O:36])(C2C=CC=CC=2)C2C=CC=CC=2)C=CC=CC=1. Product: [C:11]([C:10]1[CH:9]=[C:8]2[C:4]([C:5](/[CH:13]=[CH:34]/[C:35]([O:37][CH2:38][CH3:39])=[O:36])=[CH:6][NH:7]2)=[CH:3][C:2]=1[F:1])#[N:12]. The catalyst class is: 10. (3) Reactant: [NH2:1][C:2]1[S:6][C:5]2[CH2:7][CH2:8][CH2:9][CH2:10][C:4]=2[C:3]=1[C:11]([C:13]1[CH:21]=[CH:20][C:16]2[O:17][CH2:18][O:19][C:15]=2[CH:14]=1)=O.[C:22]([O:29][CH3:30])(=[O:28])[CH2:23][CH2:24][C:25]([CH3:27])=O.Cl[Si](C)(C)C. Product: [CH3:27][C:25]1[N:1]=[C:2]2[S:6][C:5]3[CH2:7][CH2:8][CH2:9][CH2:10][C:4]=3[C:3]2=[C:11]([C:13]2[CH:21]=[CH:20][C:16]3[O:17][CH2:18][O:19][C:15]=3[CH:14]=2)[C:24]=1[CH2:23][C:22]([O:29][CH3:30])=[O:28]. The catalyst class is: 3. (4) Reactant: [F:1][C:2]([F:24])([F:23])[C:3]1[CH:4]=[C:5]([C:13]2[N:17]=[CH:16][N:15](/[CH:18]=[CH:19]\[C:20]([OH:22])=O)[N:14]=2)[CH:6]=[C:7]([C:9]([F:12])([F:11])[F:10])[CH:8]=1.[CH2:25]([N:27]1[CH2:32][CH2:31][N:30]([NH2:33])[CH2:29][CH2:28]1)[CH3:26].C(P1(=O)OP(CCC)(=O)OP(CCC)(=O)O1)CC.CCN(C(C)C)C(C)C. Product: [F:11][C:9]([F:12])([F:10])[C:7]1[CH:6]=[C:5]([C:13]2[N:17]=[CH:16][N:15](/[CH:18]=[CH:19]\[C:20]([NH:33][N:30]3[CH2:31][CH2:32][N:27]([CH2:25][CH3:26])[CH2:28][CH2:29]3)=[O:22])[N:14]=2)[CH:4]=[C:3]([C:2]([F:24])([F:23])[F:1])[CH:8]=1. The catalyst class is: 25.